Predict the reactants needed to synthesize the given product. From a dataset of Full USPTO retrosynthesis dataset with 1.9M reactions from patents (1976-2016). (1) The reactants are: [Cl:1][C:2]1[CH:3]=[C:4]([CH:7]=[CH:8][CH:9]=1)C=O.O=[C:11]([CH3:17])[CH2:12][C:13]([O:15][CH3:16])=[O:14].N1CCCCC1.[CH3:24][O-:25].[Na+].Cl.[CH3:28][OH:29]. Given the product [Cl:1][C:2]1[CH:9]=[C:8]([CH:11]([CH2:17][C:24]([O:29][CH3:28])=[O:25])[CH2:12][C:13]([O:15][CH3:16])=[O:14])[CH:7]=[CH:4][CH:3]=1, predict the reactants needed to synthesize it. (2) The reactants are: [CH3:1][C:2]1[C:6]([CH2:7][N:8]2[CH:12]=[C:11]([N:13]3[C:17](=[O:18])[CH2:16][NH:15][C:14]3=[O:19])[CH:10]=[N:9]2)=[C:5]([CH3:20])[O:4][N:3]=1.Br[CH2:22][C:23]1[CH:28]=[CH:27][CH:26]=[CH:25][C:24]=1[C:29]([F:32])([F:31])[F:30]. Given the product [CH3:1][C:2]1[C:6]([CH2:7][N:8]2[CH:12]=[C:11]([N:13]3[C:17](=[O:18])[CH2:16][N:15]([CH2:22][C:23]4[CH:28]=[CH:27][CH:26]=[CH:25][C:24]=4[C:29]([F:30])([F:31])[F:32])[C:14]3=[O:19])[CH:10]=[N:9]2)=[C:5]([CH3:20])[O:4][N:3]=1, predict the reactants needed to synthesize it. (3) Given the product [C:28]([CH:20]([NH:19][C:7]1[C:6]([C:4]([OH:3])=[O:5])=[CH:15][C:14]2[C:9](=[C:10]([CH3:17])[CH:11]=[C:12]([Cl:16])[CH:13]=2)[N:8]=1)[CH2:21][C:22]1[CH:27]=[CH:26][CH:25]=[CH:24][CH:23]=1)([OH:30])=[O:29], predict the reactants needed to synthesize it. The reactants are: C([O:3][C:4]([C:6]1[C:7](Cl)=[N:8][C:9]2[C:14]([CH:15]=1)=[CH:13][C:12]([Cl:16])=[CH:11][C:10]=2[CH3:17])=[O:5])C.[NH2:19][CH:20]([C:28]([OH:30])=[O:29])[CH2:21][C:22]1[CH:27]=[CH:26][CH:25]=[CH:24][CH:23]=1. (4) The reactants are: [C:1]([C:3]1[C:4]([NH2:10])=[N:5][C:6]([NH2:9])=[CH:7][CH:8]=1)#[CH:2].[CH3:11][C:12]1[N:17]=[C:16]([O:18][CH2:19][C:20]2[CH:25]=[CH:24][C:23]([CH2:26][C:27](Cl)=[N:28][OH:29])=[CH:22][CH:21]=2)[CH:15]=[CH:14][CH:13]=1.C(N(CC)CC)C.O. Given the product [CH3:11][C:12]1[N:17]=[C:16]([O:18][CH2:19][C:20]2[CH:25]=[CH:24][C:23]([CH2:26][C:27]3[CH:2]=[C:1]([C:3]4[C:4]([NH2:10])=[N:5][C:6]([NH2:9])=[CH:7][CH:8]=4)[O:29][N:28]=3)=[CH:22][CH:21]=2)[CH:15]=[CH:14][CH:13]=1, predict the reactants needed to synthesize it. (5) Given the product [C:1]([C:5]1[CH:48]=[CH:47][C:8]([CH2:9][O:10][C:11]2[CH:16]=[CH:15][CH:14]=[CH:13][C:12]=2[CH2:17][CH2:18][N:19]([CH2:35][CH2:36][C:37]2[CH:38]=[CH:39][C:40]([C:43]([OH:45])=[O:44])=[CH:41][CH:42]=2)[CH:20]2[CH2:29][CH2:28][CH2:27][C:26]3[N:25]=[C:24]([C:30]([OH:32])=[O:31])[CH:23]=[CH:22][C:21]2=3)=[CH:7][CH:6]=1)([CH3:4])([CH3:2])[CH3:3], predict the reactants needed to synthesize it. The reactants are: [C:1]([C:5]1[CH:48]=[CH:47][C:8]([CH2:9][O:10][C:11]2[CH:16]=[CH:15][CH:14]=[CH:13][C:12]=2[CH2:17][CH2:18][N:19]([CH2:35][CH2:36][C:37]2[CH:42]=[CH:41][C:40]([C:43]([O:45]C)=[O:44])=[CH:39][CH:38]=2)[CH:20]2[CH2:29][CH2:28][CH2:27][C:26]3[N:25]=[C:24]([C:30]([O:32]CC)=[O:31])[CH:23]=[CH:22][C:21]2=3)=[CH:7][CH:6]=1)([CH3:4])([CH3:3])[CH3:2].O.[OH-].[Li+].